From a dataset of Full USPTO retrosynthesis dataset with 1.9M reactions from patents (1976-2016). Predict the reactants needed to synthesize the given product. (1) Given the product [Br:7][C:8]1[CH:13]=[CH:12][C:11]([C:14]([OH:1])=[O:15])=[CH:10][CH:9]=1, predict the reactants needed to synthesize it. The reactants are: [O-:1][Mn](=O)(=O)=O.[K+].[Br:7][C:8]1[CH:13]=[CH:12][C:11]([CH3:14])=[CH:10][CH:9]=1.[OH2:15]. (2) Given the product [C:1]1([S:7]([N:10]2[CH2:14][CH:13]([C:15]3[CH:16]=[C:17]([C:29]4[CH:28]=[C:27]([Cl:26])[CH:32]=[CH:31][C:30]=4[CH3:36])[CH:18]=[CH:19][CH:20]=3)[N:12]([CH:22]([CH3:24])[CH3:23])[C:11]2=[O:25])(=[O:9])=[O:8])[CH:6]=[CH:5][CH:4]=[CH:3][CH:2]=1, predict the reactants needed to synthesize it. The reactants are: [C:1]1([S:7]([N:10]2[CH2:14][CH:13]([C:15]3[CH:20]=[CH:19][CH:18]=[C:17](Br)[CH:16]=3)[N:12]([CH:22]([CH3:24])[CH3:23])[C:11]2=[O:25])(=[O:9])=[O:8])[CH:6]=[CH:5][CH:4]=[CH:3][CH:2]=1.[Cl:26][C:27]1[CH:28]=[CH:29][C:30]([CH3:36])=[C:31](B(O)O)[CH:32]=1.C(=O)([O-])[O-].[Na+].[Na+]. (3) Given the product [Si:20]([O:10][CH2:9][CH2:8][C:5]1[CH:6]=[CH:7][C:2]([NH2:1])=[CH:3][CH:4]=1)([C:16]([CH3:19])([CH3:18])[CH3:17])([CH3:23])[CH3:22], predict the reactants needed to synthesize it. The reactants are: [NH2:1][C:2]1[CH:7]=[CH:6][C:5]([CH2:8][CH2:9][OH:10])=[CH:4][CH:3]=1.N1C=CN=C1.[C:16]([Si:20]([CH3:23])([CH3:22])Cl)([CH3:19])([CH3:18])[CH3:17].C(OCC)(=O)C. (4) Given the product [CH3:32][O:31][C:15]1[CH:16]=[C:17]([C:22]([CH3:23])([CH2:24][CH2:25][CH2:26][CH2:27][CH2:28][CH3:29])[CH3:30])[CH:18]=[C:19]([O:20][CH3:21])[C:14]=1[C:39]1[C@@H:40]2[C:45]([CH3:47])([CH3:46])[C@@:43]([CH3:48])([CH2:42][CH2:41]2)[CH:44]=1, predict the reactants needed to synthesize it. The reactants are: COC([C@@]12C(C)(C)[C@@H](CC1)C=C2[C:14]1[C:19]([O:20][CH3:21])=[CH:18][C:17]([C:22]([CH3:30])([CH2:24][CH2:25][CH2:26][CH2:27][CH2:28][CH3:29])[CH3:23])=[CH:16][C:15]=1[O:31][CH3:32])=O.FC(F)(F)S(O[C:39]1[C@@H:40]2[C:45]([CH3:47])([CH3:46])[C@:43]([CH3:48])([CH:44]=1)[CH2:42][CH2:41]2)(=O)=O. (5) Given the product [C:21]([C:25]1[CH:26]=[CH:27][C:28]([C:4]2[CH:5]=[CH:6][CH:7]=[C:2]([F:1])[CH:3]=2)=[C:29]([N+:31]([O-:33])=[O:32])[CH:30]=1)([CH3:24])([CH3:22])[CH3:23], predict the reactants needed to synthesize it. The reactants are: [F:1][C:2]1[CH:3]=[C:4](B(O)O)[CH:5]=[CH:6][CH:7]=1.[K+].[Br-].[O-]P([O-])([O-])=O.[K+].[K+].[K+].[C:21]([C:25]1[CH:26]=[CH:27][C:28](OS(C(F)(F)F)(=O)=O)=[C:29]([N+:31]([O-:33])=[O:32])[CH:30]=1)([CH3:24])([CH3:23])[CH3:22].[NH4+].[Cl-]. (6) Given the product [CH:2]1([CH2:5][O:6][C:7]2[CH:12]=[CH:11][C:10]([CH3:13])=[CH:9][C:8]=2[C:14]2[C:15]3[NH:23][C:22]([CH3:24])=[C:21]([C:25]([NH:27][CH:28]4[CH2:29][CH2:30][N:31]([C:38](=[O:37])[CH2:39][OH:40])[CH2:32][CH2:33]4)=[O:26])[C:16]=3[N:17]=[C:18]([CH3:20])[N:19]=2)[CH2:3][CH2:4]1, predict the reactants needed to synthesize it. The reactants are: Cl.[CH:2]1([CH2:5][O:6][C:7]2[CH:12]=[CH:11][C:10]([CH3:13])=[CH:9][C:8]=2[C:14]2[C:15]3[NH:23][C:22]([CH3:24])=[C:21]([C:25]([NH:27][CH:28]4[CH2:33][CH2:32][NH:31][CH2:30][CH2:29]4)=[O:26])[C:16]=3[N:17]=[C:18]([CH3:20])[N:19]=2)[CH2:4][CH2:3]1.C([O:37][CH2:38][C:39](Cl)=[O:40])(=O)C.